This data is from Forward reaction prediction with 1.9M reactions from USPTO patents (1976-2016). The task is: Predict the product of the given reaction. (1) Given the reactants Br[C:2]1(Br)[C:10]2[C:5](=[CH:6][CH:7]=[C:8]([Cl:11])[CH:9]=2)[N:4]([CH:12]([CH3:16])[C:13]([NH2:15])=[O:14])[C:3]1=[O:17], predict the reaction product. The product is: [Cl:11][C:8]1[CH:9]=[C:10]2[C:5](=[CH:6][CH:7]=1)[N:4]([CH:12]([CH3:16])[C:13]([NH2:15])=[O:14])[C:3](=[O:17])[CH2:2]2. (2) Given the reactants [CH3:1][O:2][C:3]1[C:11]([O:12][CH3:13])=[CH:10][CH:9]=[CH:8][C:4]=1[CH2:5]CN.[CH3:14][NH:15]CC1C=CC2C(=CC=CC=2)C=1CCC.[NH2:30][C:31]1[N:36]=[CH:35][C:34](/[CH:37]=[CH:38]/[C:39]([OH:41])=O)=[CH:33][CH:32]=1.Cl.CN1CC2C=C(/C=C/C(O)=O)C=NC=2NC(=O)C1, predict the reaction product. The product is: [NH2:30][C:31]1[N:36]=[CH:35][C:34](/[CH:37]=[CH:38]/[C:39]([N:15]([CH2:5][C:4]2[CH:8]=[CH:9][CH:10]=[C:11]([O:12][CH3:13])[C:3]=2[O:2][CH3:1])[CH3:14])=[O:41])=[CH:33][CH:32]=1.